This data is from Cav3 T-type calcium channel HTS with 100,875 compounds. The task is: Binary Classification. Given a drug SMILES string, predict its activity (active/inactive) in a high-throughput screening assay against a specified biological target. (1) The drug is O(c1ccc(C(=O)Nc2c(cccc2)C(=O)N)cc1)C. The result is 0 (inactive). (2) The compound is On1c2CCCCCc2nc1C(=O)c1occc1. The result is 0 (inactive). (3) The compound is s1c(nc(c2ccccc2)c1)/C(=C1\CCCC1)C#N. The result is 0 (inactive).